Dataset: Catalyst prediction with 721,799 reactions and 888 catalyst types from USPTO. Task: Predict which catalyst facilitates the given reaction. (1) Reactant: [OH-].[Na+].OC(C(F)(F)F)=O.[CH2:10]([O:17][CH:18]1[C:23](=[O:24])[CH2:22][CH2:21][NH:20][CH2:19]1)[C:11]1[CH:16]=[CH:15][CH:14]=[CH:13][CH:12]=1.[C:25](O[C:25]([O:27][C:28]([CH3:31])([CH3:30])[CH3:29])=[O:26])([O:27][C:28]([CH3:31])([CH3:30])[CH3:29])=[O:26]. Product: [CH2:10]([O:17][CH:18]1[C:23](=[O:24])[CH2:22][CH2:21][N:20]([C:25]([O:27][C:28]([CH3:31])([CH3:30])[CH3:29])=[O:26])[CH2:19]1)[C:11]1[CH:12]=[CH:13][CH:14]=[CH:15][CH:16]=1. The catalyst class is: 20. (2) Reactant: [NH2:1][CH2:2][CH2:3][CH2:4][OH:5].[CH:6]1[C:19]2[C:10](=[CH:11][C:12]3[C:17]([C:18]=2[CH:20]=O)=[CH:16][CH:15]=[CH:14][CH:13]=3)[CH:9]=[CH:8][CH:7]=1.[BH4-].[Na+]. Product: [CH:16]1[C:17]2[C:12](=[CH:11][C:10]3[C:19]([C:18]=2[CH2:20][NH:1][CH2:2][CH2:3][CH2:4][OH:5])=[CH:6][CH:7]=[CH:8][CH:9]=3)[CH:13]=[CH:14][CH:15]=1. The catalyst class is: 100. (3) Reactant: [CH3:1][C:2]1[CH:3]=[CH:4][C:5](C(N)=O)=[N:6][CH:7]=1.[CH2:11]([N:13](CC)CC)C.FC(F)(F)C(OC(=O)C(F)(F)F)=O.O. Product: [C:11]([C:4]1[CH:5]=[N:6][CH:7]=[C:2]([CH3:1])[CH:3]=1)#[N:13]. The catalyst class is: 2. (4) Reactant: [H-].[Na+].[I-].[CH3:4][S+](C)C.[F:8][C:9]1[CH:14]=[CH:13][CH:12]=[CH:11][C:10]=1[CH:15]=[CH:16][C:17]([N:19]([O:21][CH3:22])[CH3:20])=[O:18]. Product: [CH3:22][O:21][N:19]([CH3:20])[C:17]([C@@H:16]1[CH2:4][C@H:15]1[C:10]1[CH:11]=[CH:12][CH:13]=[CH:14][C:9]=1[F:8])=[O:18]. The catalyst class is: 3. (5) Product: [Cl:1][C:2]1[CH:7]=[CH:6][N:5]=[C:4]2[CH:8]=[C:9]([C:11]([N:13]3[CH2:17][CH2:16][CH2:15][C@H:14]3[CH2:18][O:19][Si:24]([C:20]([CH3:23])([CH3:22])[CH3:21])([CH3:27])[CH3:26])=[O:12])[S:10][C:3]=12. The catalyst class is: 6. Reactant: [Cl:1][C:2]1[CH:7]=[CH:6][N:5]=[C:4]2[CH:8]=[C:9]([C:11]([N:13]3[CH2:17][CH2:16][CH2:15][C@H:14]3[CH2:18][OH:19])=[O:12])[S:10][C:3]=12.[C:20]([Si:24]([CH3:27])([CH3:26])Cl)([CH3:23])([CH3:22])[CH3:21].C(N(CC)CC)C. (6) Reactant: [C:1]([O:5][C:6]([N:8]1[CH2:13][CH2:12][CH:11]([NH:14][CH3:15])[CH2:10][CH2:9]1)=[O:7])([CH3:4])([CH3:3])[CH3:2].[O:16]1[CH2:19][C:18](=O)[CH2:17]1.C(O[BH-](OC(=O)C)OC(=O)C)(=O)C.[Na+]. Product: [C:1]([O:5][C:6]([N:8]1[CH2:9][CH2:10][CH:11]([N:14]([CH3:15])[CH:18]2[CH2:17][O:16][CH2:19]2)[CH2:12][CH2:13]1)=[O:7])([CH3:4])([CH3:3])[CH3:2]. The catalyst class is: 26. (7) Reactant: [C:1]([O:7][C:8]1[C:9]([CH3:18])=[C:10]2[N:15]([CH:16]=1)[N:14]=[CH:13][N:12]=[C:11]2Cl)(=[O:6])[C:2]([CH3:5])([CH3:4])[CH3:3].[F:19][C:20]1[CH:25]=[C:24]([N+:26]([O-:28])=[O:27])[CH:23]=[CH:22][C:21]=1[OH:29].C1N2CCN(CC2)C1. Product: [C:1]([O:7][C:8]1[C:9]([CH3:18])=[C:10]2[N:15]([CH:16]=1)[N:14]=[CH:13][N:12]=[C:11]2[O:29][C:21]1[CH:22]=[CH:23][C:24]([N+:26]([O-:28])=[O:27])=[CH:25][C:20]=1[F:19])(=[O:6])[C:2]([CH3:5])([CH3:4])[CH3:3]. The catalyst class is: 10. (8) Reactant: [CH2:1]([O:3][C:4]([C:6]1[N:7]([C:28]2[CH:33]=[CH:32][C:31]([O:34][CH:35]([CH3:37])[CH3:36])=[CH:30][CH:29]=2)[C:8]2[C:13]([C:14]=1[N+:15]([O-])=O)=[CH:12][C:11]([C:18]1[CH:23]=[CH:22][C:21]([C:24]([CH3:27])([CH3:26])[CH3:25])=[CH:20][CH:19]=1)=[CH:10][CH:9]=2)=[O:5])[CH3:2]. Product: [CH2:1]([O:3][C:4]([C:6]1[N:7]([C:28]2[CH:29]=[CH:30][C:31]([O:34][CH:35]([CH3:36])[CH3:37])=[CH:32][CH:33]=2)[C:8]2[C:13]([C:14]=1[NH2:15])=[CH:12][C:11]([C:18]1[CH:23]=[CH:22][C:21]([C:24]([CH3:27])([CH3:26])[CH3:25])=[CH:20][CH:19]=1)=[CH:10][CH:9]=2)=[O:5])[CH3:2]. The catalyst class is: 99. (9) Reactant: [Cl:1][C:2]1[CH:7]=[CH:6][C:5]([Cl:8])=[CH:4][C:3]=1[SH:9].[S:10](=[O:14])(=O)([OH:12])[OH:11].[OH-:15].[Na+:16].[Mn]([O-])(=O)(=O)=[O:18].[K+].[OH2:23]. Product: [Cl:8][C:5]1[CH:4]=[C:3]([S:9]([O-:18])(=[O:23])=[O:15])[C:2]([Cl:1])=[CH:7][C:6]=1[S:10]([O-:12])(=[O:14])=[O:11].[Na+:16].[Na+:16]. The catalyst class is: 254. (10) Reactant: [CH2:1]([O:3][C:4](=[O:36])[CH2:5][C:6]1[CH:11]=[CH:10][C:9]([O:12][CH3:13])=[C:8]([O:14][C:15]2[CH:20]=[CH:19][C:18]([NH2:21])=[CH:17][C:16]=2[CH2:22][N:23]([C:26]([O:28][CH2:29][C:30]2[CH:35]=[CH:34][CH:33]=[CH:32][CH:31]=2)=[O:27])[CH2:24][CH3:25])[CH:7]=1)[CH3:2].[Cl:37][C:38]1[CH:46]=[CH:45][C:41]([C:42](Cl)=[O:43])=[CH:40][CH:39]=1.C(N(CC)CC)C. Product: [CH2:1]([O:3][C:4](=[O:36])[CH2:5][C:6]1[CH:11]=[CH:10][C:9]([O:12][CH3:13])=[C:8]([O:14][C:15]2[CH:20]=[CH:19][C:18]([NH:21][C:42](=[O:43])[C:41]3[CH:45]=[CH:46][C:38]([Cl:37])=[CH:39][CH:40]=3)=[CH:17][C:16]=2[CH2:22][N:23]([C:26]([O:28][CH2:29][C:30]2[CH:35]=[CH:34][CH:33]=[CH:32][CH:31]=2)=[O:27])[CH2:24][CH3:25])[CH:7]=1)[CH3:2]. The catalyst class is: 2.